The task is: Predict which catalyst facilitates the given reaction.. This data is from Catalyst prediction with 721,799 reactions and 888 catalyst types from USPTO. Reactant: [OH:1][C:2]1[C:3]2[CH:27]=[CH:26][S:25][C:4]=2[N:5]([CH:22]([CH3:24])[CH3:23])[C:6](=[O:21])[C:7]=1[C:8]([NH:10][CH2:11][CH2:12][CH2:13][N:14]1[CH2:19][CH2:18][CH:17](C)[CH2:16][CH2:15]1)=[O:9].[CH2:28]([Li])CCC.CI. Product: [CH:22]([N:5]1[C:6](=[O:21])[C:7]([C:8]([NH:10][CH2:11][CH2:12][CH2:13][N:14]2[CH2:15][CH2:16][CH2:17][CH2:18][CH2:19]2)=[O:9])=[C:2]([O:1][CH3:28])[C:3]2[CH:27]=[CH:26][S:25][C:4]1=2)([CH3:24])[CH3:23]. The catalyst class is: 1.